This data is from Peptide-MHC class I binding affinity with 185,985 pairs from IEDB/IMGT. The task is: Regression. Given a peptide amino acid sequence and an MHC pseudo amino acid sequence, predict their binding affinity value. This is MHC class I binding data. (1) The peptide sequence is FANVISKIY. The MHC is HLA-A68:01 with pseudo-sequence HLA-A68:01. The binding affinity (normalized) is 0.373. (2) The peptide sequence is QLKGQGKSRL. The MHC is HLA-A68:02 with pseudo-sequence HLA-A68:02. The binding affinity (normalized) is 0. (3) The peptide sequence is IVSRSSRGV. The MHC is HLA-A02:02 with pseudo-sequence HLA-A02:02. The binding affinity (normalized) is 0.485. (4) The peptide sequence is CNYTKFWYV. The MHC is H-2-Kb with pseudo-sequence H-2-Kb. The binding affinity (normalized) is 0.432. (5) The peptide sequence is RRFFPYYV. The binding affinity (normalized) is 0.194. The MHC is HLA-B27:05 with pseudo-sequence HLA-B27:05.